This data is from Reaction yield outcomes from USPTO patents with 853,638 reactions. The task is: Predict the reaction yield, written as a fraction of the theoretical maximum amount of product (1.0 means a 100% yield; for example, 0.34 means a 34% yield). (1) The reactants are [CH3:1][O:2][C:3](=[O:41])[CH:4]=[CH:5][CH:6]([NH:26][C:27](=[O:40])[CH2:28][CH2:29][CH2:30][CH2:31][CH2:32][CH2:33][C:34]1[CH:39]=[CH:38][CH:37]=[CH:36][CH:35]=1)[CH2:7][C:8]1[C:16]2[C:11](=[CH:12][CH:13]=[CH:14][CH:15]=2)[N:10]([CH2:17][CH:18]=[CH:19][C:20]2[CH:25]=[CH:24][CH:23]=[CH:22][CH:21]=2)[CH:9]=1. The catalyst is CO.[Pd]. The product is [CH3:1][O:2][C:3](=[O:41])[CH2:4][CH2:5][C@H:6]([NH:26][C:27](=[O:40])[CH2:28][CH2:29][CH2:30][CH2:31][CH2:32][CH2:33][C:34]1[CH:35]=[CH:36][CH:37]=[CH:38][CH:39]=1)[CH2:7][C:8]1[C:16]2[C:11](=[CH:12][CH:13]=[CH:14][CH:15]=2)[N:10]([CH2:17][CH2:18][CH2:19][C:20]2[CH:21]=[CH:22][CH:23]=[CH:24][CH:25]=2)[CH:9]=1. The yield is 0.930. (2) The reactants are [CH:1]([NH2:4])([CH3:3])[CH3:2].[C:5]1(=[O:11])[NH:9][C:8](=[O:10])[CH:7]=[CH:6]1. The catalyst is C(OCC)(=O)C. The product is [CH3:2][CH:1]([NH:4][CH:6]1[C:5](=[O:11])[NH:9][C:8](=[O:10])[CH2:7]1)[CH3:3]. The yield is 0.930.